Dataset: Full USPTO retrosynthesis dataset with 1.9M reactions from patents (1976-2016). Task: Predict the reactants needed to synthesize the given product. (1) Given the product [CH2:1]([NH:8][CH2:22][C:20]1[CH:11]=[CH:12][C:13]([C:14]([O:16][CH3:17])=[O:15])=[CH:18][CH:19]=1)[C:2]1[CH:7]=[CH:6][CH:5]=[CH:4][CH:3]=1, predict the reactants needed to synthesize it. The reactants are: [CH2:1]([NH2:8])[C:2]1[CH:7]=[CH:6][CH:5]=[CH:4][CH:3]=1.C([C:11]1[CH:12]=[C:13]([CH:18]=[CH:19][CH:20]=1)[C:14]([O:16][CH3:17])=[O:15])=O.[BH3-][C:22]#N.[Na+]. (2) Given the product [CH2:11]([O:10][C:8](=[O:9])[C:7]([NH:6][C:3](=[O:5])[CH3:4])([C:19]1[CH:24]=[CH:23][C:22]([N+:25]([O-:27])=[O:26])=[CH:21][N:20]=1)[C:13]([O:15][CH2:16][CH3:17])=[O:14])[CH3:12], predict the reactants needed to synthesize it. The reactants are: [H-].[Na+].[C:3]([NH:6][CH:7]([C:13]([O:15][CH2:16][CH3:17])=[O:14])[C:8]([O:10][CH2:11][CH3:12])=[O:9])(=[O:5])[CH3:4].Cl[C:19]1[CH:24]=[CH:23][C:22]([N+:25]([O-:27])=[O:26])=[CH:21][N:20]=1. (3) Given the product [Br:1][C:2]1[CH:3]=[C:4]2[C:9]3=[C:10]([NH:12][C:13](=[O:14])[N:8]3[CH:7]([CH2:15][OH:16])[CH2:6][CH2:5]2)[CH:11]=1, predict the reactants needed to synthesize it. The reactants are: [Br:1][C:2]1[CH:3]=[C:4]2[C:9]3=[C:10]([NH:12][C:13](=[O:14])[N:8]3[CH:7]([C:15](OC)=[O:16])[CH2:6][CH2:5]2)[CH:11]=1.[BH4-].[Na+].CO.O1CCCC1.[Cl-].[NH4+]. (4) The reactants are: [C:1]([C:3]1[CH:4]=[C:5]([CH:28]=[CH:29][CH:30]=1)[C:6]([NH:8][C:9]1[C:10]([NH:16][C:17](=[O:27])[C:18]2[CH:23]=[CH:22][C:21]([CH:24]([CH3:26])[CH3:25])=[CH:20][CH:19]=2)=[CH:11][C:12]([OH:15])=[CH:13][CH:14]=1)=[O:7])#[N:2].C(=O)([O-])[O-].[K+].[K+].Br[CH2:38][C:39]([O:41][CH2:42][C:43]1[CH:48]=[CH:47][CH:46]=[CH:45][CH:44]=1)=[O:40]. Given the product [C:1]([C:3]1[CH:4]=[C:5]([CH:28]=[CH:29][CH:30]=1)[C:6]([NH:8][C:9]1[C:10]([NH:16][C:17](=[O:27])[C:18]2[CH:23]=[CH:22][C:21]([CH:24]([CH3:26])[CH3:25])=[CH:20][CH:19]=2)=[CH:11][C:12]([O:15][CH2:38][C:39]([O:41][CH2:42][C:43]2[CH:48]=[CH:47][CH:46]=[CH:45][CH:44]=2)=[O:40])=[CH:13][CH:14]=1)=[O:7])#[N:2], predict the reactants needed to synthesize it. (5) Given the product [C:56]([O:55][C:53](=[O:54])[CH2:52][CH2:51][C:47]1[CH:48]=[C:49]([Cl:50])[C:44]([C:41]2[N:42]=[C:15]([C:13]3[N:14]=[C:3]4[C:2]([Cl:1])=[CH:7][C:6]([C:8]([F:9])([F:10])[F:11])=[CH:5][N:4]4[CH:12]=3)[O:17][N:43]=2)=[CH:45][C:46]=1[Cl:60])([CH3:59])([CH3:57])[CH3:58], predict the reactants needed to synthesize it. The reactants are: [Cl:1][C:2]1[C:3]2[N:4]([CH:12]=[C:13]([C:15]([OH:17])=O)[N:14]=2)[CH:5]=[C:6]([C:8]([F:11])([F:10])[F:9])[CH:7]=1.CCN=C=NCCCN(C)C.Cl.Cl.C1C=CC2N(O)N=NC=2C=1.[C:41]([C:44]1[C:49]([Cl:50])=[CH:48][C:47]([CH2:51][CH2:52][C:53]([O:55][C:56]([CH3:59])([CH3:58])[CH3:57])=[O:54])=[C:46]([Cl:60])[CH:45]=1)(=[NH:43])[NH2:42]. (6) Given the product [C:55]([O:54][C:52]([NH:59][CH2:60][CH2:61][N:23]1[CH2:24][CH2:25][N:20]([C:17]2[CH:16]=[CH:15][C:14]([NH:13][C:11]3[N:10]=[CH:9][C:8]([CH2:26][C:27]([NH2:29])=[O:28])=[C:7]([NH:6][CH2:5][C:4]4[CH:3]=[C:2]([F:1])[CH:32]=[C:31]([F:33])[CH:30]=4)[CH:12]=3)=[CH:19][CH:18]=2)[CH2:21][CH2:22]1)=[O:53])([CH3:58])([CH3:57])[CH3:56], predict the reactants needed to synthesize it. The reactants are: [F:1][C:2]1[CH:3]=[C:4]([CH:30]=[C:31]([F:33])[CH:32]=1)[CH2:5][NH:6][C:7]1[CH:12]=[C:11]([NH:13][C:14]2[CH:19]=[CH:18][C:17]([N:20]3[CH2:25][CH2:24][NH:23][CH2:22][CH2:21]3)=[CH:16][CH:15]=2)[N:10]=[CH:9][C:8]=1[CH2:26][C:27]([NH2:29])=[O:28].C(O)(=O)C.C(O[BH-](OC(=O)C)OC(=O)C)(=O)C.[Na+].[C:52]([NH:59][CH2:60][CH:61]=O)([O:54][C:55]([CH3:58])([CH3:57])[CH3:56])=[O:53].